From a dataset of Peptide-MHC class II binding affinity with 134,281 pairs from IEDB. Regression. Given a peptide amino acid sequence and an MHC pseudo amino acid sequence, predict their binding affinity value. This is MHC class II binding data. (1) The peptide sequence is GSRSLTDLLRALGAQ. The MHC is DRB1_1501 with pseudo-sequence DRB1_1501. The binding affinity (normalized) is 0.349. (2) The MHC is DRB1_0301 with pseudo-sequence DRB1_0301. The peptide sequence is VVVHITDDNE. The binding affinity (normalized) is 0.0141.